This data is from Full USPTO retrosynthesis dataset with 1.9M reactions from patents (1976-2016). The task is: Predict the reactants needed to synthesize the given product. Given the product [CH2:6]([O:5][P:4]([CH:3]([C:1]#[N:2])[CH2:23][C:24]([CH2:47][CH3:48])=[CH:25][CH2:26][C:27]1[C:35]([O:36][CH2:37][CH2:38][Si:39]([CH3:42])([CH3:40])[CH3:41])=[C:34]2[C:30](=[C:29]([CH3:44])[C:28]=1[O:45][CH3:46])[CH2:31][O:32][C:33]2=[O:43])(=[O:11])[O:8][CH2:9][CH3:10])[CH3:7], predict the reactants needed to synthesize it. The reactants are: [C:1]([CH2:3][P:4](=[O:11])([O:8][CH2:9][CH3:10])[O:5][CH2:6][CH3:7])#[N:2].C[Si]([N-][Si](C)(C)C)(C)C.[Na+].Br[CH2:23][C:24]([CH2:47][CH3:48])=[CH:25][CH2:26][C:27]1[C:35]([O:36][CH2:37][CH2:38][Si:39]([CH3:42])([CH3:41])[CH3:40])=[C:34]2[C:30]([CH2:31][O:32][C:33]2=[O:43])=[C:29]([CH3:44])[C:28]=1[O:45][CH3:46].[Cl-].[NH4+].